Dataset: Reaction yield outcomes from USPTO patents with 853,638 reactions. Task: Predict the reaction yield, written as a fraction of the theoretical maximum amount of product (1.0 means a 100% yield; for example, 0.34 means a 34% yield). (1) The reactants are [OH-].[NH4+:2].[CH3:3][O:4][C:5]1[CH:10]=[C:9]([N+:11]([O-:13])=[O:12])[CH:8]=[CH:7][C:6]=1[S:14](Cl)(=[O:16])=[O:15]. The catalyst is [NH4+].[Cl-]. The product is [CH3:3][O:4][C:5]1[CH:10]=[C:9]([N+:11]([O-:13])=[O:12])[CH:8]=[CH:7][C:6]=1[S:14]([NH2:2])(=[O:16])=[O:15]. The yield is 0.680. (2) The reactants are [NH2:1][C:2]1[N:7]=[C:6]([C:8]2[N:12]3[CH:13]=[CH:14][CH:15]=[CH:16][C:11]3=[N:10][CH:9]=2)[CH:5]=[CH:4][N:3]=1.Br[C:18]1[CH:31]=[CH:30][C:21]([C:22]([C:24]2[CH:29]=[CH:28][CH:27]=[CH:26][CH:25]=2)=[O:23])=[CH:20][CH:19]=1.C(=O)([O-])[O-].[Cs+].[Cs+]. The catalyst is C1C=CC(/C=C/C(/C=C/C2C=CC=CC=2)=O)=CC=1.C1C=CC(/C=C/C(/C=C/C2C=CC=CC=2)=O)=CC=1.C1C=CC(/C=C/C(/C=C/C2C=CC=CC=2)=O)=CC=1.[Pd].[Pd].[Pd]. The product is [C:22]([C:24]1[CH:29]=[CH:28][C:27]([NH:1][C:2]2[N:7]=[C:6]([C:8]3[N:12]4[CH:13]=[CH:14][CH:15]=[CH:16][C:11]4=[N:10][CH:9]=3)[CH:5]=[CH:4][N:3]=2)=[CH:26][CH:25]=1)(=[O:23])[C:21]1[CH:30]=[CH:31][CH:18]=[CH:19][CH:20]=1. The yield is 0.580. (3) The reactants are COC[N:4]1[C:12]2[C:7](=[CH:8][C:9]([O:22][C:23]([F:26])([F:25])[F:24])=[CH:10][C:11]=2[NH:13][S:14]([C:17]2[S:18][CH:19]=[CH:20][CH:21]=2)(=[O:16])=[O:15])[CH:6]=[C:5]1[C:27]([O:29][CH2:30][CH3:31])=[O:28].Cl.C(O)C. The catalyst is C(OCC)(=O)C. The product is [S:18]1[CH:19]=[CH:20][CH:21]=[C:17]1[S:14]([NH:13][C:11]1[CH:10]=[C:9]([O:22][C:23]([F:25])([F:26])[F:24])[CH:8]=[C:7]2[C:12]=1[NH:4][C:5]([C:27]([O:29][CH2:30][CH3:31])=[O:28])=[CH:6]2)(=[O:15])=[O:16]. The yield is 0.430. (4) The reactants are [CH2:1]([O:3][C:4]([CH:6]1[CH2:15][CH2:14][C:9]2([O:13][CH2:12][CH2:11][O:10]2)[CH2:8][CH2:7]1)=[O:5])[CH3:2].[CH:16]([N-:19]C(C)C)(C)[CH3:17].[Li+].BrCC#N.Cl. The catalyst is C1COCC1. The product is [CH2:1]([O:3][C:4]([C:6]1([CH2:17][C:16]#[N:19])[CH2:15][CH2:14][C:9]2([O:10][CH2:11][CH2:12][O:13]2)[CH2:8][CH2:7]1)=[O:5])[CH3:2]. The yield is 0.450. (5) The reactants are O.[OH-].[Li+].C1COCC1.[CH3:9][C:10]([NH:16][C:17]1[CH:22]=[CH:21][N:20]=[C:19]([C:23]2[C:31]3[C:26](=[N:27][CH:28]=[CH:29][CH:30]=3)[N:25](S(C3C=CC(C)=CC=3)(=O)=O)[CH:24]=2)[N:18]=1)([CH2:14][CH3:15])[C:11]([O-:13])=[O:12].C(O)(=O)CC(CC(O)=O)(C(O)=O)O. The catalyst is O. The product is [NH:25]1[C:26]2=[N:27][CH:28]=[CH:29][CH:30]=[C:31]2[C:23]([C:19]2[N:18]=[C:17]([NH:16][C:10]([CH3:9])([CH2:14][CH3:15])[C:11]([OH:13])=[O:12])[CH:22]=[CH:21][N:20]=2)=[CH:24]1. The yield is 0.680.